From a dataset of Experimentally validated miRNA-target interactions with 360,000+ pairs, plus equal number of negative samples. Binary Classification. Given a miRNA mature sequence and a target amino acid sequence, predict their likelihood of interaction. (1) The miRNA is mmu-miR-5135 with sequence AGGUCUAGGUGGCAAGGGCGUCCU. The protein sequence of the target gene is MTTAPRDSVVWKLAGLLRESGDAVLSGCSTLSLLTATLQQLNRVFELYLGPWGPGQTGFVALPSHPADSPVILQLQFLFDVLQKTLSLKLVHIPGVGLPGPIKIFPFKSLRQLELRGVPIHSLCGLRGIYSQLESLVCNRSIQALEELLSACGGDLCSALPWLALLSADFSYNALRSLDSSLRLLSALRFLNLSHNHLQDCKGFLMDLCELYHLDISYNHLRLVPRVGPSGAALGTLILRANELRSLQGLEQLKNLRHLDVAYNLLEGHTELAPLWLLAELRKLYLEGNPLWFHPAHRAA.... Result: 1 (interaction). (2) The miRNA is hsa-miR-4747-3p with sequence AAGGCCCGGGCUUUCCUCCCAG. The protein sequence of the target gene is MALEVLMLLAVLIWTGAENLHVKISCSLDWLMVSVIPVAESRNLYIFADELHLGMGCPANRIHTYVYEFIYLVRDCGIRTRVVSEETLLFQTELYFTPRNIDHDPQEIHLECSTSRKSVWLTPVSTENEIKLDPSPFIADFQTTAEELGLLSSSPNLL. Result: 0 (no interaction).